This data is from Full USPTO retrosynthesis dataset with 1.9M reactions from patents (1976-2016). The task is: Predict the reactants needed to synthesize the given product. (1) The reactants are: [N:1]1([C:7]2[NH:11][C:10]3[CH:12]=[CH:13][CH:14]=[CH:15][C:9]=3[N:8]=2)[CH2:6][CH2:5][NH:4][CH2:3][CH2:2]1.[F:16][C:17]([F:33])([F:32])[C:18]1[O:22][N:21]=[C:20]([C:23]2[CH:24]=[C:25]([CH:29]=[CH:30][CH:31]=2)[C:26](O)=[O:27])[N:19]=1. Given the product [NH:11]1[C:10]2[CH:12]=[CH:13][CH:14]=[CH:15][C:9]=2[N:8]=[C:7]1[N:1]1[CH2:6][CH2:5][N:4]([C:26]([C:25]2[CH:29]=[CH:30][CH:31]=[C:23]([C:20]3[N:19]=[C:18]([C:17]([F:32])([F:16])[F:33])[O:22][N:21]=3)[CH:24]=2)=[O:27])[CH2:3][CH2:2]1, predict the reactants needed to synthesize it. (2) Given the product [CH:2]1[C:12]2[CH2:11][CH2:10][C:9]3[CH:13]=[CH:14][CH:15]=[CH:16][C:8]=3[C:7](=[CH:17][CH2:18][CH2:19][NH:20][S:35]([C:32]3[CH:33]=[CH:34][C:29]([F:28])=[CH:30][CH:31]=3)(=[O:37])=[O:36])[C:6]=2[CH:5]=[CH:4][CH:3]=1, predict the reactants needed to synthesize it. The reactants are: Cl.[CH:2]1[C:12]2[CH2:11][CH2:10][C:9]3[CH:13]=[CH:14][CH:15]=[CH:16][C:8]=3[C:7](=[CH:17][CH2:18][CH2:19][NH2:20])[C:6]=2[CH:5]=[CH:4][CH:3]=1.C(N(CC)CC)C.[F:28][C:29]1[CH:34]=[CH:33][C:32]([S:35](Cl)(=[O:37])=[O:36])=[CH:31][CH:30]=1.